This data is from Reaction yield outcomes from USPTO patents with 853,638 reactions. The task is: Predict the reaction yield, written as a fraction of the theoretical maximum amount of product (1.0 means a 100% yield; for example, 0.34 means a 34% yield). (1) The reactants are [F:1][C:2]1[CH:3]=[C:4]([CH:20]=[CH:21][CH:22]=1)[CH2:5][O:6][C:7]1[CH:19]=[CH:18][C:10]([CH:11]=[N:12][C@@H:13]([CH3:17])[C:14]([NH2:16])=[O:15])=[CH:9][CH:8]=1.[BH4-].[Na+]. The catalyst is CO. The product is [F:1][C:2]1[CH:3]=[C:4]([CH:20]=[CH:21][CH:22]=1)[CH2:5][O:6][C:7]1[CH:8]=[CH:9][C:10]([CH2:11][NH:12][C@@H:13]([CH3:17])[C:14]([NH2:16])=[O:15])=[CH:18][CH:19]=1. The yield is 0.892. (2) The product is [CH3:29][O:28][C:11]1[CH:12]=[C:13]2[O:17][C:16]([C:18]3[N:19]=[C:20]4[CH:25]=[CH:24][C:23]([CH3:26])=[N:22][N:21]4[CH:27]=3)=[CH:15][C:14]2=[C:9]([OH:8])[CH:10]=1. The reactants are C([O:8][C:9]1[C:14]2[CH:15]=[C:16]([C:18]3[N:19]=[C:20]4[CH:25]=[CH:24][C:23]([CH3:26])=[N:22][N:21]4[CH:27]=3)[O:17][C:13]=2[CH:12]=[C:11]([O:28][CH3:29])[CH:10]=1)C1C=CC=CC=1.[H][H]. The yield is 0.990. The catalyst is ClCCl.CO.[Pd]. (3) The reactants are [CH3:1][I:2].[NH:3]1[C:12]2[C:7](=[CH:8][CH:9]=[CH:10][CH:11]=2)[CH2:6][NH:5][C:4]1=[S:13]. The catalyst is C(O)C. The product is [IH:2].[CH3:1][S:13][C:4]1[NH:5][CH2:6][C:7]2[C:12](=[CH:11][CH:10]=[CH:9][CH:8]=2)[N:3]=1. The yield is 0.680. (4) The yield is 0.420. No catalyst specified. The reactants are [F:1][C:2]1[N:7]=[C:6]2[NH:8][C:9]([CH2:11][CH2:12][CH3:13])=[N:10][C:5]2=[CH:4][CH:3]=1.[F:14][C:15]1[CH:16]=[CH:17][C:18]2=[C:19]([CH:35]=1)[O:20][CH2:21][C:22]1[CH:32]=[C:31]([CH2:33]O)[CH:30]=[CH:29][C:23]=1/[C:24]/2=[C:25](/[CH3:28])\[C:26]#[N:27]. The product is [F:14][C:15]1[CH:16]=[CH:17][C:18]2=[C:19]([CH:35]=1)[O:20][CH2:21][C:22]1[CH:32]=[C:31]([CH2:33][N:8]3[C:6]4=[N:7][C:2]([F:1])=[CH:3][CH:4]=[C:5]4[N:10]=[C:9]3[CH2:11][CH2:12][CH3:13])[CH:30]=[CH:29][C:23]=1/[C:24]/2=[C:25](/[CH3:28])\[C:26]#[N:27].